Dataset: Reaction yield outcomes from USPTO patents with 853,638 reactions. Task: Predict the reaction yield, written as a fraction of the theoretical maximum amount of product (1.0 means a 100% yield; for example, 0.34 means a 34% yield). (1) The reactants are [NH2:1][C:2]1[N:7]=[N:6][C:5]([N:8]2[CH2:13][CH2:12][N:11]([C:14]([C:16]3[CH:21]=[CH:20][CH:19]=[CH:18][C:17]=3[C:22]([F:25])([F:24])[F:23])=[O:15])[CH2:10][CH2:9]2)=[CH:4][CH:3]=1.C(N(C(C)C)CC)(C)C.O.ON1C2C=CC=CC=2N=N1.CN(C)CCCN=C=NCC.[CH2:57]([O:64][CH2:65][C:66](O)=[O:67])[C:58]1[CH:63]=[CH:62][CH:61]=[CH:60][CH:59]=1. The catalyst is ClCCl. The product is [CH2:57]([O:64][CH2:65][C:66]([NH:1][C:2]1[N:7]=[N:6][C:5]([N:8]2[CH2:9][CH2:10][N:11]([C:14](=[O:15])[C:16]3[CH:21]=[CH:20][CH:19]=[CH:18][C:17]=3[C:22]([F:25])([F:24])[F:23])[CH2:12][CH2:13]2)=[CH:4][CH:3]=1)=[O:67])[C:58]1[CH:63]=[CH:62][CH:61]=[CH:60][CH:59]=1. The yield is 0.890. (2) The reactants are [O:1]1[CH:5]=[CH:4][C:3]([C:6]2[N:11]=[C:10]([O:12][CH:13]3[CH2:18][CH2:17][O:16][CH2:15][CH2:14]3)[C:9]([NH:19][C:20]3[C:21]4[C:28]([CH3:29])=[C:27]([C:30]([O:32]C)=O)[S:26][C:22]=4[N:23]=[CH:24][N:25]=3)=[CH:8][CH:7]=2)=[CH:2]1.[OH-].[Na+].CCN(C(C)C)C(C)C.CN(C(ON1N=NC2C=CC=NC1=2)=[N+](C)C)C.F[P-](F)(F)(F)(F)F.[CH3:69][N:70]([CH3:75])[CH2:71][CH2:72][CH2:73][NH2:74]. The catalyst is CCO.C1COCC1.C(Cl)Cl.OS([O-])(=O)=O.[K+]. The product is [CH3:69][N:70]([CH3:75])[CH2:71][CH2:72][CH2:73][NH:74][C:30]([C:27]1[S:26][C:22]2[N:23]=[CH:24][N:25]=[C:20]([NH:19][C:9]3[C:10]([O:12][CH:13]4[CH2:14][CH2:15][O:16][CH2:17][CH2:18]4)=[N:11][C:6]([C:3]4[CH:4]=[CH:5][O:1][CH:2]=4)=[CH:7][CH:8]=3)[C:21]=2[C:28]=1[CH3:29])=[O:32]. The yield is 0.110. (3) The reactants are C[N-:2][S:3](=[O:9])(=[O:8])[NH:4][CH:5]([CH3:7])[CH3:6].[OH-].[Na+].[Cl:12][C:13]1[C:21]([N+:22]([O-:24])=[O:23])=[C:20]([F:25])[CH:19]=[CH:18][C:14]=1[C:15](Cl)=[O:16].[CH3:26]CCC(C)C.Cl. The catalyst is [Cl-].C([N+](CCCC)(CCCC)C)CCC.ClC1C=CC=CC=1.O. The product is [Cl:12][C:13]1[C:21]([N+:22]([O-:24])=[O:23])=[C:20]([F:25])[CH:19]=[CH:18][C:14]=1[C:15]([NH:2][S:3]([N:4]([CH:5]([CH3:7])[CH3:6])[CH3:26])(=[O:9])=[O:8])=[O:16]. The yield is 0.870. (4) The reactants are [NH2:1][S:2]([C:5]1[CH:6]=[C:7]2[C:11](=[CH:12][CH:13]=1)[NH:10][C:9](=[O:14])[CH2:8]2)(=[O:4])=[O:3].[CH3:15][C:16]1[C:24]2[C:19](=[CH:20][CH:21]=[CH:22][CH:23]=2)[NH:18][C:17]=1[CH:25]=O.N1CCCCC1. The catalyst is C(O)C. The product is [CH3:15][C:16]1[C:24]2[C:19](=[CH:20][CH:21]=[CH:22][CH:23]=2)[NH:18][C:17]=1[CH:25]=[C:8]1[C:7]2[C:11](=[CH:12][CH:13]=[C:5]([S:2]([NH2:1])(=[O:4])=[O:3])[CH:6]=2)[NH:10][C:9]1=[O:14]. The yield is 0.710. (5) The reactants are [Cl:1][C:2]1[N:7]=[C:6](Cl)[C:5]([Cl:9])=[C:4]([Cl:10])[N:3]=1.[OH-:11].[Na+].Cl. The catalyst is C1COCC1. The product is [Cl:1][C:2]1[N:7]=[C:6]([OH:11])[C:5]([Cl:9])=[C:4]([Cl:10])[N:3]=1. The yield is 0.660. (6) The catalyst is C(#N)C. The reactants are [CH3:1][N:2]1[C:6]2=[N:7][C:8]([S:11][CH3:12])=[N:9][CH:10]=[C:5]2[C:4](=O)[NH:3]1.P(Br)(Br)([Br:16])=O.O. The yield is 0.610. The product is [Br:16][C:4]1[C:5]2[C:6](=[N:7][C:8]([S:11][CH3:12])=[N:9][CH:10]=2)[N:2]([CH3:1])[N:3]=1.